This data is from Catalyst prediction with 721,799 reactions and 888 catalyst types from USPTO. The task is: Predict which catalyst facilitates the given reaction. (1) Reactant: [Br:1][C:2]1[C:3]([I:20])=[C:4]2[N:10]=[C:9]([C:11]3[CH:19]=[CH:18][C:14]([C:15]([OH:17])=O)=[CH:13][CH:12]=3)[NH:8][C:5]2=[N:6][CH:7]=1.[B-](F)(F)(F)F.CN(C(ON1C(=O)CCC1=O)=[N+](C)C)C.C(N(CC)CC)C.[NH:48]1[CH2:53][CH2:52][O:51][CH2:50][CH2:49]1.C(=O)(O)[O-].[Na+]. Product: [NH3:6].[Br:1][C:2]1[C:3]([I:20])=[C:4]2[N:10]=[C:9]([C:11]3[CH:12]=[CH:13][C:14]([C:15]([N:48]4[CH2:53][CH2:52][O:51][CH2:50][CH2:49]4)=[O:17])=[CH:18][CH:19]=3)[NH:8][C:5]2=[N:6][CH:7]=1. The catalyst class is: 3. (2) Reactant: FC(F)(F)C(O)=O.[Cl:8][C:9]1[CH:14]=[CH:13][C:12]([C:15]2([C:35]#[N:36])[CH:19]([CH2:20][C:21]([CH3:24])([CH3:23])[CH3:22])[NH:18][CH:17]([C:25](O)=[O:26])[CH:16]2[C:28]2[CH:33]=[CH:32][CH:31]=[C:30]([Cl:34])[CH:29]=2)=[C:11]([O:37][CH3:38])[CH:10]=1.CC1(C)[O:44][C@@H:43]([CH2:45][CH2:46][NH2:47])[CH2:42][O:41]1.CN(C(ON1N=NC2C=CC=NC1=2)=[N+](C)C)C.F[P-](F)(F)(F)(F)F.CCN(C(C)C)C(C)C.Cl. Product: [OH:44][C@H:43]([CH2:42][OH:41])[CH2:45][CH2:46][NH:47][C:25]([CH:17]1[CH:16]([C:28]2[CH:33]=[CH:32][CH:31]=[C:30]([Cl:34])[CH:29]=2)[C:15]([C:12]2[CH:13]=[CH:14][C:9]([Cl:8])=[CH:10][C:11]=2[O:37][CH3:38])([C:35]#[N:36])[CH:19]([CH2:20][C:21]([CH3:24])([CH3:23])[CH3:22])[NH:18]1)=[O:26]. The catalyst class is: 539.